Predict the reaction yield, written as a fraction of the theoretical maximum amount of product (1.0 means a 100% yield; for example, 0.34 means a 34% yield). From a dataset of Reaction yield outcomes from USPTO patents with 853,638 reactions. (1) The reactants are [C:1]([O:7][C:8]([CH3:11])([CH3:10])[CH3:9])(=[O:6])[CH2:2][C:3]([CH3:5])=O.[CH3:12][C:13]1[CH:20]=[C:19]([CH3:21])[CH:18]=[CH:17][C:14]=1[CH:15]=O.[NH4+:22].[OH-:23]. The catalyst is CCO.C(Cl)Cl. The product is [CH3:5][C:3]1[NH:22][C:3]([CH3:5])=[C:2]([C:1]([O:7][C:8]([CH3:11])([CH3:10])[CH3:9])=[O:23])[CH:15]([C:14]2[CH:17]=[CH:18][C:19]([CH3:21])=[CH:20][C:13]=2[CH3:12])[C:2]=1[C:1]([O:7][C:8]([CH3:11])([CH3:10])[CH3:9])=[O:6]. The yield is 0.190. (2) The reactants are [CH3:1][O:2][C:3]1[C:10]([O:11][CH3:12])=[C:9]([O:13][CH3:14])[CH:8]=[CH:7][C:4]=1[CH:5]=O.[O:15]=[C:16]([CH:23]=P(C1C=CC=CC=1)(C1C=CC=CC=1)C1C=CC=CC=1)[CH2:17][C:18]([O:20][CH2:21][CH3:22])=[O:19]. The catalyst is CO. The product is [O:15]=[C:16](/[CH:23]=[CH:5]/[C:4]1[CH:7]=[CH:8][C:9]([O:13][CH3:14])=[C:10]([O:11][CH3:12])[C:3]=1[O:2][CH3:1])[CH2:17][C:18]([O:20][CH2:21][CH3:22])=[O:19]. The yield is 0.640. (3) The reactants are [CH:1]([C:4]1[CH:5]=[C:6]([C:14]2[N:15]=[C:16]([CH2:19][CH2:20][C:21]([O:23]C)=[O:22])[O:17][CH:18]=2)[CH:7]=[C:8]([C:10]([F:13])([F:12])[F:11])[CH:9]=1)([CH3:3])[CH3:2].ClC1C=C(C2N=C(CCC(O)=O)OC=2)C=C(C(F)(F)F)C=1. No catalyst specified. The product is [CH:1]([C:4]1[CH:5]=[C:6]([C:14]2[N:15]=[C:16]([CH2:19][CH2:20][C:21]([OH:23])=[O:22])[O:17][CH:18]=2)[CH:7]=[C:8]([C:10]([F:12])([F:13])[F:11])[CH:9]=1)([CH3:3])[CH3:2]. The yield is 0.760. (4) The reactants are O[C:2]1[CH:3]=[C:4]([NH:8][C:9]2[N:14]=[C:13]([NH:15][C:16]3[CH:21]=[CH:20][CH:19]=[C:18](O)[CH:17]=3)[C:12]([F:23])=[CH:11][N:10]=2)[CH:5]=[CH:6][CH:7]=1.[CH2:24]([N:31]1[CH2:36][CH2:35][N:34](C2C=CC(N)=CC=2)[CH2:33][CH2:32]1)[C:25]1[CH:30]=[CH:29][CH:28]=[CH:27][CH:26]=1.Cl[C:45]1[N:50]=[C:49](Cl)[C:48](F)=[CH:47]N=1. No catalyst specified. The product is [CH2:49]([N:50]1[CH2:45][CH2:9][N:8]([C:7]2[CH:6]=[CH:5][C:4]([NH:8][C:9]3[N:14]=[C:13]([NH:15][C:16]4[CH:21]=[CH:20][C:19]([N:34]5[CH2:33][CH2:32][N:31]([CH2:24][C:25]6[CH:26]=[CH:27][CH:28]=[CH:29][CH:30]=6)[CH2:36][CH2:35]5)=[CH:18][CH:17]=4)[C:12]([F:23])=[CH:11][N:10]=3)=[CH:3][CH:2]=2)[CH2:4][CH2:3]1)[C:48]1[CH:47]=[CH:2][CH:7]=[CH:6][CH:5]=1. The yield is 0.640. (5) The reactants are [F:1][C:2]1[CH:7]=[C:6]([I:8])[CH:5]=[CH:4][C:3]=1[NH:9][C:10]1[C:11]([C:15]([O:17]C)=[O:16])=[CH:12][S:13][CH:14]=1.[OH-].[K+]. The catalyst is C(O)C.O.O. The product is [F:1][C:2]1[CH:7]=[C:6]([I:8])[CH:5]=[CH:4][C:3]=1[NH:9][C:10]1[C:11]([C:15]([OH:17])=[O:16])=[CH:12][S:13][CH:14]=1. The yield is 0.830. (6) The reactants are [Br:1][C:2]1[CH:7]=[CH:6][C:5]([NH:8][C:9]2[C:10]([C:17]([OH:19])=O)=[CH:11][N:12]([CH3:16])[C:13](=[O:15])[CH:14]=2)=[C:4]([F:20])[CH:3]=1.CCN=C=NCCCN(C)C.C1C=CC2N(O)N=NC=2C=1.[CH:42]([O:44][CH2:45][CH2:46][O:47][NH2:48])=[CH2:43].CCN(CC)CC. The catalyst is CN(C=O)C.CCOC(C)=O. The product is [CH:42]([O:44][CH2:45][CH2:46][O:47][NH:48][C:17]([C:10]1[C:9]([NH:8][C:5]2[CH:6]=[CH:7][C:2]([Br:1])=[CH:3][C:4]=2[F:20])=[CH:14][C:13](=[O:15])[N:12]([CH3:16])[CH:11]=1)=[O:19])=[CH2:43]. The yield is 0.520.